This data is from Catalyst prediction with 721,799 reactions and 888 catalyst types from USPTO. The task is: Predict which catalyst facilitates the given reaction. Reactant: [C:1]([CH:3]([O:33][CH3:34])[CH2:4][C@H:5]1[CH2:16][CH2:15][C:14]2[S:13][C:12]3[N:11]=[CH:10][N:9]=[C:8]([O:17][CH:18]4[CH2:23][CH2:22][CH:21]([N:24](C)[C:25](=O)OC(C)(C)C)[CH2:20][CH2:19]4)[C:7]=3[C:6]1=2)#[N:2].Cl. Product: [CH3:34][O:33][C@@H:3]([CH2:4][C@H:5]1[CH2:16][CH2:15][C:14]2[S:13][C:12]3[N:11]=[CH:10][N:9]=[C:8]([O:17][CH:18]4[CH2:19][CH2:20][CH:21]([NH:24][CH3:25])[CH2:22][CH2:23]4)[C:7]=3[C:6]1=2)[C:1]#[N:2].[CH3:34][O:33][C@H:3]([CH2:4][C@H:5]1[CH2:16][CH2:15][C:14]2[S:13][C:12]3[N:11]=[CH:10][N:9]=[C:8]([O:17][CH:18]4[CH2:19][CH2:20][CH:21]([NH:24][CH3:25])[CH2:22][CH2:23]4)[C:7]=3[C:6]1=2)[C:1]#[N:2]. The catalyst class is: 4.